Dataset: Forward reaction prediction with 1.9M reactions from USPTO patents (1976-2016). Task: Predict the product of the given reaction. (1) Given the reactants [CH3:1][S:2]([C:5]1[CH:10]=[C:9]([C:11]2[CH:16]=[CH:15][N:14]=[CH:13][CH:12]=2)[CH:8]=[CH:7][C:6]=1[NH2:17])(=[O:4])=[O:3].N1[CH:23]=[CH:22][CH:21]=[CH:20][CH:19]=1, predict the reaction product. The product is: [CH3:1][S:2]([C:5]1[CH:10]=[C:9]([C:11]2[CH:12]=[CH:13][N:14]=[CH:15][CH:16]=2)[CH:8]=[CH:7][C:6]=1[NH:17][S:2]([C:19]1[CH:9]=[CH:10][C:5]2[C:21](=[CH:22][CH:23]=[CH:7][CH:6]=2)[CH:20]=1)(=[O:4])=[O:3])(=[O:4])=[O:3]. (2) Given the reactants [I:1][C:2]1[CH:7]=[C:6]([N+:8]([O-:10])=[O:9])[CH:5]=[C:4]([N+]([O-])=O)[CH:3]=1.[CH3:14][S:15](C)=O.C[Si](C)(C)SC.C(=O)([O-])[O-].[Cs+].[Cs+], predict the reaction product. The product is: [I:1][C:2]1[CH:7]=[C:6]([N+:8]([O-:10])=[O:9])[CH:5]=[C:4]([S:15][CH3:14])[CH:3]=1. (3) Given the reactants Cl[C:2]([C:11]1[S:12][CH:13]=[C:14]([CH3:17])[C:15]=1[Cl:16])=[C:3]([C:9]#[N:10])[C:4]([O:6][CH2:7][CH3:8])=[O:5].Cl.[CH3:19][NH:20][C:21](=[O:25])[C@H:22]([CH3:24])[NH2:23].C(N(CC)CC)C, predict the reaction product. The product is: [Cl:16][C:15]1[C:14]([CH3:17])=[CH:13][S:12][C:11]=1/[C:2](/[NH:23][C@H:22]([CH3:24])[C:21]([NH:20][CH3:19])=[O:25])=[C:3](\[C:9]#[N:10])/[C:4]([O:6][CH2:7][CH3:8])=[O:5]. (4) Given the reactants [C:1]1([C:9]2[CH:14]=[CH:13][CH:12]=[CH:11][CH:10]=2)[CH:6]=[CH:5][C:4]([CH:7]=O)=[CH:3][CH:2]=1.[NH2:15][C:16]1[N:17]=[N:18][C:19]([CH3:22])=[CH:20][CH:21]=1.C([O:25][C:26](=O)[C:27]([OH:38])=[CH:28][C:29](=[O:37])[C:30]1[CH:35]=[CH:34][C:33]([CH3:36])=[CH:32][CH:31]=1)C, predict the reaction product. The product is: [C:1]1([C:9]2[CH:14]=[CH:13][CH:12]=[CH:11][CH:10]=2)[CH:6]=[CH:5][C:4]([CH:7]2[N:15]([C:16]3[N:17]=[N:18][C:19]([CH3:22])=[CH:20][CH:21]=3)[C:26](=[O:25])[C:27]([OH:38])=[C:28]2[C:29](=[O:37])[C:30]2[CH:31]=[CH:32][C:33]([CH3:36])=[CH:34][CH:35]=2)=[CH:3][CH:2]=1. (5) Given the reactants [Cl:1][C:2]1[CH:3]=[C:4]([C@:9]2([CH2:23][OH:24])[O:15][CH2:14][CH2:13][N:12](C(OC(C)(C)C)=O)[CH2:11][CH2:10]2)[CH:5]=[CH:6][C:7]=1[Cl:8].Br[CH2:26][CH2:27][O:28][Si](C(C)(C)C)(C)C, predict the reaction product. The product is: [ClH:1].[Cl:1][C:2]1[CH:3]=[C:4]([C@:9]2([CH2:23][O:24][CH2:26][CH2:27][OH:28])[O:15][CH2:14][CH2:13][NH:12][CH2:11][CH2:10]2)[CH:5]=[CH:6][C:7]=1[Cl:8]. (6) Given the reactants Br[C:2]1[CH:3]=[C:4]([CH:19]=[CH:20][CH:21]=1)[O:5][CH2:6][CH2:7][N:8]1[C:16](=[O:17])[C:15]2[C:10](=[CH:11][CH:12]=[CH:13][CH:14]=2)[C:9]1=[O:18].CCN(C(C)C)C(C)C.C([O:33][Si:34]([CH3:42])([CH3:41])[Si:34]([O:33]CC)([CH3:42])[CH3:41])C, predict the reaction product. The product is: [OH:33][Si:34]([CH3:42])([CH3:41])[C:2]1[CH:3]=[C:4]([CH:19]=[CH:20][CH:21]=1)[O:5][CH2:6][CH2:7][N:8]1[C:16](=[O:17])[C:15]2[C:10](=[CH:11][CH:12]=[CH:13][CH:14]=2)[C:9]1=[O:18]. (7) Given the reactants [OH:1][CH2:2][C:3]1[NH:4][C:5]2[C:11]([O:12][CH3:13])=[C:10]([O:14][CH3:15])[C:9]([O:16][CH3:17])=[CH:8][C:6]=2[N:7]=1.[C:18]([Si:22]([CH3:25])([CH3:24])Cl)([CH3:21])([CH3:20])[CH3:19].N1C=CN=C1.O, predict the reaction product. The product is: [Si:22]([O:1][CH2:2][C:3]1[NH:4][C:5]2[C:11]([O:12][CH3:13])=[C:10]([O:14][CH3:15])[C:9]([O:16][CH3:17])=[CH:8][C:6]=2[N:7]=1)([C:18]([CH3:21])([CH3:20])[CH3:19])([CH3:25])[CH3:24].